This data is from Reaction yield outcomes from USPTO patents with 853,638 reactions. The task is: Predict the reaction yield, written as a fraction of the theoretical maximum amount of product (1.0 means a 100% yield; for example, 0.34 means a 34% yield). (1) The reactants are [C:1]([O:5][C:6]([NH:8][C@@H:9]([CH2:15][CH2:16][C:17](=[O:21])[CH:18]=[N+]=[N-])[C:10]([O:12][CH2:13][CH3:14])=[O:11])=[O:7])([CH3:4])([CH3:3])[CH3:2]. The catalyst is C(Cl)Cl. The product is [O:21]=[C:17]1[CH2:18][N:8]([C:6]([O:5][C:1]([CH3:4])([CH3:3])[CH3:2])=[O:7])[C@H:9]([C:10]([O:12][CH2:13][CH3:14])=[O:11])[CH2:15][CH2:16]1. The yield is 0.550. (2) The reactants are Br[C:2]1[CH:3]=[C:4]([NH:10][C:11]2[CH:16]=[CH:15][N:14]=[CH:13][N:12]=2)[C:5](=[O:9])[N:6]([CH3:8])[CH:7]=1.[C:17]([O:20][CH2:21][C:22]1[C:23]([N:37]2[CH2:49][CH2:48][N:40]3[C:41]4[CH2:42][CH2:43][CH2:44][CH2:45][C:46]=4[CH:47]=[C:39]3[C:38]2=[O:50])=[N:24][CH:25]=[CH:26][C:27]=1B1OC(C)(C)C(C)(C)O1)(=[O:19])[CH3:18].CC([O-])=O.[Na+].C(#N)C. The catalyst is C1C=CC(P(C2C=CC=CC=2)[C-]2C=CC=C2)=CC=1.C1C=CC(P(C2C=CC=CC=2)[C-]2C=CC=C2)=CC=1.Cl[Pd]Cl.[Fe+2].O. The product is [C:17]([O:20][CH2:21][C:22]1[C:23]([N:37]2[CH2:49][CH2:48][N:40]3[C:41]4[CH2:42][CH2:43][CH2:44][CH2:45][C:46]=4[CH:47]=[C:39]3[C:38]2=[O:50])=[N:24][CH:25]=[CH:26][C:27]=1[C:2]1[CH:3]=[C:4]([NH:10][C:11]2[CH:16]=[CH:15][N:14]=[CH:13][N:12]=2)[C:5](=[O:9])[N:6]([CH3:8])[CH:7]=1)(=[O:19])[CH3:18]. The yield is 0.300. (3) The reactants are [CH2:1]1[CH:5]2[CH2:6][NH:7][CH2:8][CH:4]2[CH2:3][N:2]1[C:9]1[CH:14]=[C:13]([O:15][CH3:16])[N:12]=[C:11]([N:17]([CH3:19])[CH3:18])[N:10]=1.[N:20]1[N:21]([C:25]2[CH:33]=[CH:32][CH:31]=[CH:30][C:26]=2[C:27](O)=[O:28])[N:22]=[CH:23][CH:24]=1.CN(C(ON1N=NC2C=CC=NC1=2)=[N+](C)C)C.F[P-](F)(F)(F)(F)F.CCN(C(C)C)C(C)C. The catalyst is C(OCC)(=O)C.CN(C=O)C. The product is [CH3:16][O:15][C:13]1[CH:14]=[C:9]([N:2]2[CH2:3][CH:4]3[CH:5]([CH2:6][N:7]([C:27]([C:26]4[CH:30]=[CH:31][CH:32]=[CH:33][C:25]=4[N:21]4[N:22]=[CH:23][CH:24]=[N:20]4)=[O:28])[CH2:8]3)[CH2:1]2)[N:10]=[C:11]([N:17]([CH3:18])[CH3:19])[N:12]=1. The yield is 0.475. (4) The reactants are C(P1(=O)OP(CCC)(=O)OP(CCC)(=O)O1)CC.[C:19]([O:23][C:24]([N:26]1[CH2:35][CH2:34][C:33]2[C:28](=[CH:29][CH:30]=[C:31]([CH2:36][O:37][CH3:38])[CH:32]=2)[CH:27]1[C:39](O)=[O:40])=[O:25])([CH3:22])([CH3:21])[CH3:20].[F:42][C:43]1[CH:44]=[C:45]([NH2:54])[CH:46]=[C:47]2[C:51]=1[C:50]([CH3:53])([CH3:52])[CH2:49][CH2:48]2.CCN(C(C)C)C(C)C. The catalyst is CN(C1C=CN=CC=1)C.C(OCC)(=O)C. The product is [F:42][C:43]1[CH:44]=[C:45]([NH:54][C:39]([CH:27]2[C:28]3[C:33](=[CH:32][C:31]([CH2:36][O:37][CH3:38])=[CH:30][CH:29]=3)[CH2:34][CH2:35][N:26]2[C:24]([O:23][C:19]([CH3:20])([CH3:22])[CH3:21])=[O:25])=[O:40])[CH:46]=[C:47]2[C:51]=1[C:50]([CH3:52])([CH3:53])[CH2:49][CH2:48]2. The yield is 0.710. (5) The yield is 0.740. The catalyst is O1CCOCC1. The reactants are Cl[C:2]1[C:11]2[C:6](=[CH:7][CH:8]=[CH:9][C:10]=2[O:12][CH:13]2[CH2:18][CH2:17][N:16]([CH3:19])[CH2:15][CH2:14]2)[N:5]=[CH:4][N:3]=1.[CH3:20][C@@H:21]([NH2:28])[C:22]1[CH:27]=[CH:26][CH:25]=[CH:24][CH:23]=1.C(N(C(C)C)CC)(C)C. The product is [CH3:19][N:16]1[CH2:17][CH2:18][CH:13]([O:12][C:10]2[CH:9]=[CH:8][CH:7]=[C:6]3[C:11]=2[C:2]([NH:28][C@@H:21]([C:22]2[CH:27]=[CH:26][CH:25]=[CH:24][CH:23]=2)[CH3:20])=[N:3][CH:4]=[N:5]3)[CH2:14][CH2:15]1. (6) The reactants are C([CH2:8][NH:9][CH2:10][CH2:11][N:12]1[CH2:17][CH2:16][CH:15]([O:18][C:19](=[O:33])[NH:20][C:21]2[CH:26]=[CH:25][CH:24]=[CH:23][C:22]=2[C:27]2[CH:32]=[CH:31][CH:30]=[CH:29][CH:28]=2)[CH2:14][CH2:13]1)C1C=CC=CC=1.CCO.C(OC(C)C)(=O)C. The catalyst is C(Cl)Cl. The product is [CH3:8][NH:9][CH2:10][CH2:11][N:12]1[CH2:17][CH2:16][CH:15]([O:18][C:19](=[O:33])[NH:20][C:21]2[CH:26]=[CH:25][CH:24]=[CH:23][C:22]=2[C:27]2[CH:32]=[CH:31][CH:30]=[CH:29][CH:28]=2)[CH2:14][CH2:13]1. The yield is 0.700. (7) The reactants are Cl[C:2]1[N:6]2[CH:7]=[C:8]([F:11])[CH:9]=[CH:10][C:5]2=[N:4][N:3]=1.[CH3:12][NH:13][CH2:14][CH2:15][N:16]([CH3:18])[CH3:17].N. The catalyst is CN1C(=O)CCC1.CO.C(Cl)Cl. The product is [F:11][C:8]1[CH:9]=[CH:10][C:5]2[N:6]([C:2]([N:13]([CH3:12])[CH2:14][CH2:15][N:16]([CH3:18])[CH3:17])=[N:3][N:4]=2)[CH:7]=1. The yield is 0.460.